This data is from Experimentally validated miRNA-target interactions with 360,000+ pairs, plus equal number of negative samples. The task is: Binary Classification. Given a miRNA mature sequence and a target amino acid sequence, predict their likelihood of interaction. (1) The miRNA is mmu-miR-1906 with sequence UGCAGCAGCCUGAGGCAGGGCU. The protein sequence of the target gene is MGLQTTKWPGRGAFILKFWLIISLGLYLQVSKLLACPSVCRCDRNFVYCNERSLTSVPLGIPEGVTVLYLHNNQINNAGFPAELHNVQSVHTVYLYGNQLDEFPMNLPKNVRVLHLQENNIQTISRAALAQLLKLEELHLDDNSISTVGVEDGAFREAISLKLLFLSKNHLSSVPVGLPVDLQELRVDENRIAVISDMAFQNLTSLERLIVDGNLLTNKGIAEGTFSHLTKLKEFSIVRNSLSHPPPDLPGTHLIRLYLQDNQINHIPLTAFANLRKLERLDISNNQLRMLTQGVFDHLS.... Result: 0 (no interaction). (2) The miRNA is hsa-miR-6840-3p with sequence GCCCAGGACUUUGUGCGGGGUG. The protein sequence of the target gene is MAHYKTEQDDWLIIYLKYLLFVFNFFFWVGGAAVLAVGIWTLVEKSGYLSVLASSTFAASAYILIFAGVLVMVTGFLGFGAILWERKGCLSTYFCLLLVIFLVELVAGVLAHVYYQRLSDELKQHLNRTLAENYGQPGATQITASVDRLQQDFKCCGSNSSADWQHSTYILLREAEGRQVPDSCCKTVVVRCGQRAHPSNIYKVEGGCLTKLEQFLADHLLLMGAVGIGVACLQICGMVLTCCLHQRLQRHFY. Result: 1 (interaction). (3) The miRNA is mmu-miR-1894-5p with sequence CUCUCCCCUACCACCUGCCUCU. The protein sequence of the target gene is MSSSGYPPNQGAFSTEQSRYPPHSVQYTFPNTRHQQEFAVPDYRSSHLEVSQASQLLQQQQQQQLRRRPSLLSEFHPGSDRPQERRTSYEPFHPGPSPVDHDSLESKRPRLEQVSDSHFQRVSAAVLPLVHPLPEGLRASADAKKDPAFGGKHEAPSSPISGQPCGDDQNASPSKLSKEELIQSMDRVDREIAKVEQQILKLKKKQQQLEEEAAKPPEPEKPVSPPPVEQKHRSIVQIIYDENRKKAEEAHKIFEGLGPKVELPLYNQPSDTKVYHENIKTNQVMRKKLILFFKRRNHAR.... Result: 0 (no interaction).